Dataset: Forward reaction prediction with 1.9M reactions from USPTO patents (1976-2016). Task: Predict the product of the given reaction. (1) Given the reactants Cl[C:2]1[CH:11]=[C:10]([O:12][CH2:13][C:14]2[CH:19]=[CH:18][C:17]([O:20][CH3:21])=[CH:16][CH:15]=2)[C:9]2[C:4](=[C:5]([CH3:24])[C:6]([O:22][CH3:23])=[CH:7][CH:8]=2)[N:3]=1.[F:25][C:26]([F:33])([F:32])[C:27]1[CH:31]=[CH:30][NH:29][N:28]=1.ClC1C(OC)=CC=C2C=1N=C(N1C=CC(C(F)(F)F)=N1)C=C2OCC1C=CC(OC)=CC=1, predict the reaction product. The product is: [CH3:23][O:22][C:6]1[C:5]([CH3:24])=[C:4]2[C:9]([C:10]([O:12][CH2:13][C:14]3[CH:19]=[CH:18][C:17]([O:20][CH3:21])=[CH:16][CH:15]=3)=[CH:11][C:2]([N:29]3[CH:30]=[CH:31][C:27]([C:26]([F:33])([F:32])[F:25])=[N:28]3)=[N:3]2)=[CH:8][CH:7]=1. (2) Given the reactants [OH:1][CH:2]1[O:21][C@H](CO)[C@@H]([O:8][C@@H:9]2[O:17][C@H](CO)[C@H](O)[C@H:12](O)[C@H:10]2O)[C@H:5](O)[C@H:3]1O.O=[Si]=O.[C:27]([O-])(=O)CCCCCCCCCCCCCCCCC.[Mg+2].C([O-])(=O)CCCCCCCCCCCCCCCCC, predict the reaction product. The product is: [C:2]([O-:21])(=[O:1])[CH:3]=[CH2:5].[C:9]([O-:17])(=[O:8])[C:10]([CH3:27])=[CH2:12]. (3) Given the reactants C[Si]([C:5]#[C:6][C:7]1[CH:12]=[CH:11][CH:10]=[CH:9][C:8]=1[CH2:13][C:14]([O:16]C)=[O:15])(C)C.C1COCC1.CO.O.[OH-].[Li+], predict the reaction product. The product is: [C:6]([C:7]1[CH:12]=[CH:11][CH:10]=[CH:9][C:8]=1[CH2:13][C:14]([OH:16])=[O:15])#[CH:5]. (4) Given the reactants C([N:8]1[CH2:12][C@H:11]([CH3:13])[C@@:10]([CH3:19])([C:14]([O:16][CH2:17][CH3:18])=[O:15])[CH2:9]1)C1C=CC=CC=1.Cl[C:21]([O:23][CH2:24][C:25]1[CH:30]=[CH:29][CH:28]=[CH:27][CH:26]=1)=[O:22], predict the reaction product. The product is: [CH2:24]([O:23][C:21]([N:8]1[CH2:12][C@H:11]([CH3:13])[C@@:10]([CH3:19])([C:14]([O:16][CH2:17][CH3:18])=[O:15])[CH2:9]1)=[O:22])[C:25]1[CH:30]=[CH:29][CH:28]=[CH:27][CH:26]=1. (5) Given the reactants Cl[C:2]1[N:7]=[C:6]([CH2:8][O:9][C:10]2[CH:11]=[C:12]([C@H:16]([CH:23]3[CH2:25][CH2:24]3)[CH2:17][C:18]([O:20]CC)=[O:19])[CH:13]=[CH:14][CH:15]=2)[CH:5]=[N:4][C:3]=1[C:26]1[CH:31]=[C:30]([O:32][CH3:33])[CH:29]=[CH:28][C:27]=1[F:34].[CH:35]1([OH:40])[CH2:39][CH2:38][CH2:37][CH2:36]1, predict the reaction product. The product is: [CH:35]1([O:40][C:2]2[N:7]=[C:6]([CH2:8][O:9][C:10]3[CH:11]=[C:12]([C@H:16]([CH:23]4[CH2:25][CH2:24]4)[CH2:17][C:18]([OH:20])=[O:19])[CH:13]=[CH:14][CH:15]=3)[CH:5]=[N:4][C:3]=2[C:26]2[CH:31]=[C:30]([O:32][CH3:33])[CH:29]=[CH:28][C:27]=2[F:34])[CH2:39][CH2:38][CH2:37][CH2:36]1. (6) Given the reactants [Cl:1][C:2]1[CH:3]=[C:4]2[C:9](=[CH:10][CH:11]=1)[CH:8]=[C:7]([S:12]([N:15]1[CH2:20][CH2:19][N:18]([C:21]([C:23]3[S:24][C:25]4[CH2:26][NH:27][CH:28]([CH3:32])[CH2:29][C:30]=4[N:31]=3)=[O:22])[CH:17]([C:33]([O:35]CC)=[O:34])[CH2:16]1)(=[O:14])=[O:13])[CH:6]=[CH:5]2.C(O)C.[OH-].[Na+].O, predict the reaction product. The product is: [Cl:1][C:2]1[CH:3]=[C:4]2[C:9](=[CH:10][CH:11]=1)[CH:8]=[C:7]([S:12]([N:15]1[CH2:20][CH2:19][N:18]([C:21]([C:23]3[S:24][C:25]4[CH2:26][NH:27][CH:28]([CH3:32])[CH2:29][C:30]=4[N:31]=3)=[O:22])[CH:17]([C:33]([OH:35])=[O:34])[CH2:16]1)(=[O:14])=[O:13])[CH:6]=[CH:5]2.